Regression. Given a peptide amino acid sequence and an MHC pseudo amino acid sequence, predict their binding affinity value. This is MHC class II binding data. From a dataset of Peptide-MHC class II binding affinity with 134,281 pairs from IEDB. (1) The peptide sequence is TEYKLTESIDNILVK. The MHC is HLA-DQA10301-DQB10302 with pseudo-sequence HLA-DQA10301-DQB10302. The binding affinity (normalized) is 0.0638. (2) The peptide sequence is EKKYFAATEFEPLAA. The MHC is HLA-DPA10103-DPB10401 with pseudo-sequence HLA-DPA10103-DPB10401. The binding affinity (normalized) is 1.00. (3) The peptide sequence is ILVTVNPIASTNDDE. The MHC is HLA-DQA10102-DQB10501 with pseudo-sequence HLA-DQA10102-DQB10501. The binding affinity (normalized) is 0.820. (4) The peptide sequence is GEYQIVDKIDAAFKI. The MHC is DRB1_1501 with pseudo-sequence DRB1_1501. The binding affinity (normalized) is 0.475. (5) The peptide sequence is KGSNDHYLALLVKYA. The binding affinity (normalized) is 0.161. The MHC is HLA-DQA10101-DQB10501 with pseudo-sequence HLA-DQA10101-DQB10501. (6) The peptide sequence is GRVTLVLLAVVPVAL. The MHC is DRB1_0405 with pseudo-sequence DRB1_0405. The binding affinity (normalized) is 0.381.